From a dataset of Peptide-MHC class I binding affinity with 185,985 pairs from IEDB/IMGT. Regression. Given a peptide amino acid sequence and an MHC pseudo amino acid sequence, predict their binding affinity value. This is MHC class I binding data. (1) The MHC is HLA-B15:01 with pseudo-sequence HLA-B15:01. The peptide sequence is QVQMLINTY. The binding affinity (normalized) is 0.278. (2) The peptide sequence is EEQTDPKTL. The MHC is HLA-B07:02 with pseudo-sequence HLA-B07:02. The binding affinity (normalized) is 0.0847. (3) The peptide sequence is FVNFNSVKNL. The MHC is HLA-A68:02 with pseudo-sequence HLA-A68:02. The binding affinity (normalized) is 0.557. (4) The peptide sequence is MALMKLAAL. The MHC is HLA-A68:01 with pseudo-sequence HLA-A68:01. The binding affinity (normalized) is 0.